From a dataset of Reaction yield outcomes from USPTO patents with 853,638 reactions. Predict the reaction yield, written as a fraction of the theoretical maximum amount of product (1.0 means a 100% yield; for example, 0.34 means a 34% yield). (1) The reactants are Br[C:2]1[CH:3]=[C:4]([NH:10][C:11]2[CH:15]=[C:14]([CH2:16][N:17]([CH3:22])[CH:18]3[CH2:21][O:20][CH2:19]3)[N:13]([CH3:23])[N:12]=2)[C:5](=[O:9])[N:6]([CH3:8])[CH:7]=1.[C:24]([O:27][CH2:28][C:29]1[C:30]([N:44]2[CH2:55][CH2:54][N:53]3[C:46](=[CH:47][C:48]4[CH2:49][C:50]([CH3:57])([CH3:56])[CH2:51][C:52]=43)[C:45]2=[O:58])=[N:31][CH:32]=[CH:33][C:34]=1B1OC(C)(C)C(C)(C)O1)(=[O:26])[CH3:25].[O-]P([O-])([O-])=O.[K+].[K+].[K+].C([O-])(=O)C.[Na+]. The catalyst is C1C=CC(P(C2C=CC=CC=2)[C-]2C=CC=C2)=CC=1.C1C=CC(P(C2C=CC=CC=2)[C-]2C=CC=C2)=CC=1.Cl[Pd]Cl.[Fe+2].O.C(#N)C. The product is [C:24]([O:27][CH2:28][C:29]1[C:30]([N:44]2[CH2:55][CH2:54][N:53]3[C:46](=[CH:47][C:48]4[CH2:49][C:50]([CH3:57])([CH3:56])[CH2:51][C:52]=43)[C:45]2=[O:58])=[N:31][CH:32]=[CH:33][C:34]=1[C:2]1[CH:3]=[C:4]([NH:10][C:11]2[CH:15]=[C:14]([CH2:16][N:17]([CH3:22])[CH:18]3[CH2:21][O:20][CH2:19]3)[N:13]([CH3:23])[N:12]=2)[C:5](=[O:9])[N:6]([CH3:8])[CH:7]=1)(=[O:26])[CH3:25]. The yield is 0.440. (2) The reactants are [CH:1]1([CH2:6][C@H:7]([CH2:18][N:19]([CH:28]=[O:29])[O:20]CC2C=CC=CC=2)[C:8]([N:10]2[CH2:17][CH2:16][CH2:15][C@H:11]2[C:12]([NH2:14])=[O:13])=[O:9])[CH2:5][CH2:4][CH2:3][CH2:2]1. The catalyst is CO. The product is [CH:1]1([CH2:6][C@H:7]([CH2:18][N:19]([CH:28]=[O:29])[OH:20])[C:8]([N:10]2[CH2:17][CH2:16][CH2:15][C@H:11]2[C:12]([NH2:14])=[O:13])=[O:9])[CH2:5][CH2:4][CH2:3][CH2:2]1. The yield is 1.13.